This data is from Reaction yield outcomes from USPTO patents with 853,638 reactions. The task is: Predict the reaction yield, written as a fraction of the theoretical maximum amount of product (1.0 means a 100% yield; for example, 0.34 means a 34% yield). (1) The reactants are [N:1]1[CH:6]=[CH:5][CH:4]=[C:3](B(O)O)[CH:2]=1.Br[C:11]1[N:12]=[CH:13][C:14]([NH2:17])=[N:15][CH:16]=1.C(=O)([O-])[O-].[Na+].[Na+].O. The catalyst is Cl[Pd](Cl)([P](C1C=CC=CC=1)(C1C=CC=CC=1)C1C=CC=CC=1)[P](C1C=CC=CC=1)(C1C=CC=CC=1)C1C=CC=CC=1.C(OCC)(=O)C. The product is [N:1]1[CH:6]=[CH:5][CH:4]=[C:3]([C:11]2[N:12]=[CH:13][C:14]([NH2:17])=[N:15][CH:16]=2)[CH:2]=1. The yield is 0.546. (2) The reactants are C([O:3][C:4]([C:6]1[C:15](=[O:16])[C:14]2[C:9](=[CH:10][CH:11]=[CH:12][C:13]=2[OH:17])[NH:8][CH:7]=1)=[O:5])C. The catalyst is [OH-].[Na+]. The product is [OH:17][C:13]1[CH:12]=[CH:11][CH:10]=[C:9]2[C:14]=1[C:15](=[O:16])[C:6]([C:4]([OH:5])=[O:3])=[CH:7][NH:8]2. The yield is 0.870. (3) The reactants are Br[C:2]1[CH:3]=[C:4]([C:8]2([C:21]3[CH:26]=[CH:25][CH:24]=[CH:23][CH:22]=3)[C:20]3[CH:19]=[CH:18][CH:17]=[CH:16][C:15]=3[C:14]3[C:9]2=[CH:10][CH:11]=[CH:12][CH:13]=3)[CH:5]=[CH:6][CH:7]=1.CC(C)([O-])C.[Na+].[NH2:33][C:34]1[CH:39]=[CH:38][CH:37]=[C:36]([CH3:40])[CH:35]=1.C(P(C(C)(C)C)C(C)(C)C)(C)(C)C. The catalyst is C1C=CC(/C=C/C(/C=C/C2C=CC=CC=2)=O)=CC=1.C1C=CC(/C=C/C(/C=C/C2C=CC=CC=2)=O)=CC=1.[Pd].CCCCCC.C1(C)C=CC=CC=1. The product is [CH3:40][C:36]1[CH:35]=[C:34]([NH:33][C:25]2[CH:24]=[CH:23][CH:22]=[C:21]([C:8]3([C:4]4[CH:5]=[CH:6][CH:7]=[CH:2][CH:3]=4)[C:9]4[CH:10]=[CH:11][CH:12]=[CH:13][C:14]=4[C:15]4[C:20]3=[CH:19][CH:18]=[CH:17][CH:16]=4)[CH:26]=2)[CH:39]=[CH:38][CH:37]=1. The yield is 0.820. (4) The reactants are [CH2:1]([NH:3][C:4]([C:6]1[C:10](Br)=[C:9]([C:12]2[CH:17]=[C:16]([Cl:18])[C:15]([O:19][CH2:20][C:21]3[CH:26]=[CH:25][CH:24]=[CH:23][CH:22]=3)=[CH:14][C:13]=2[O:27][CH2:28][C:29]2[CH:34]=[CH:33][CH:32]=[CH:31][CH:30]=2)[O:8][N:7]=1)=[O:5])[CH3:2].[Cl:35][C:36]1[CH:37]=[C:38](B(O)O)[CH:39]=[CH:40][CH:41]=1. No catalyst specified. The product is [CH2:1]([NH:3][C:4]([C:6]1[C:10]([C:40]2[CH:39]=[CH:38][CH:37]=[C:36]([Cl:35])[CH:41]=2)=[C:9]([C:12]2[CH:17]=[C:16]([Cl:18])[C:15]([O:19][CH2:20][C:21]3[CH:26]=[CH:25][CH:24]=[CH:23][CH:22]=3)=[CH:14][C:13]=2[O:27][CH2:28][C:29]2[CH:34]=[CH:33][CH:32]=[CH:31][CH:30]=2)[O:8][N:7]=1)=[O:5])[CH3:2]. The yield is 0.550. (5) The reactants are Br[C:2]1[N:7]=[CH:6][C:5]([CH2:8][C:9]2[C:17]3[C:12](=[N:13][CH:14]=[CH:15][CH:16]=3)[NH:11][CH:10]=2)=[CH:4][CH:3]=1.[Cl:18][C:19]1[CH:24]=[CH:23][C:22]([C@@H:25]([NH2:27])[CH3:26])=[CH:21][CH:20]=1. The catalyst is CN1CCCC1. The product is [Cl:18][C:19]1[CH:24]=[CH:23][C:22]([C@@H:25]([NH:27][C:2]2[CH:3]=[CH:4][C:5]([CH2:8][C:9]3[C:17]4[C:12](=[N:13][CH:14]=[CH:15][CH:16]=4)[NH:11][CH:10]=3)=[CH:6][N:7]=2)[CH3:26])=[CH:21][CH:20]=1. The yield is 0.200.